From a dataset of Retrosynthesis with 50K atom-mapped reactions and 10 reaction types from USPTO. Predict the reactants needed to synthesize the given product. Given the product Cc1cc(F)ccc1[C@@H]1[C@@H](O[C@H](C)c2cc(C(F)(F)F)cc(C(F)(F)F)c2)OC[C@@H]2CN(C(C)C)C[C@H]21, predict the reactants needed to synthesize it. The reactants are: CC(=O)O[BH-](OC(C)=O)OC(C)=O.Cc1cc(F)ccc1[C@@H]1[C@@H](O[C@H](C)c2cc(C(F)(F)F)cc(C(F)(F)F)c2)OC[C@@H]2CNC[C@H]21.